Predict which catalyst facilitates the given reaction. From a dataset of Catalyst prediction with 721,799 reactions and 888 catalyst types from USPTO. (1) Reactant: [CH:1]1([N:6]2[C:15]3[N:14]=[C:13]([C:16]4[CH:21]=[CH:20][N:19]=[C:18](F)[CH:17]=4)[N:12]=[CH:11][C:10]=3[N:9]3[CH:23]=[N:24][N:25]=[C:8]3[C@H:7]2[CH2:26][CH3:27])[CH2:5][CH2:4][CH2:3][CH2:2]1.[CH3:28][OH:29]. Product: [CH:1]1([N:6]2[C:15]3[N:14]=[C:13]([C:16]4[CH:21]=[CH:20][N:19]=[C:18]([O:29][CH3:28])[CH:17]=4)[N:12]=[CH:11][C:10]=3[N:9]3[CH:23]=[N:24][N:25]=[C:8]3[C@H:7]2[CH2:26][CH3:27])[CH2:5][CH2:4][CH2:3][CH2:2]1. The catalyst class is: 74. (2) Reactant: C[O:2][C:3](=[O:30])[C:4]([C:7]1[CH:12]=[CH:11][C:10]([C:13]#[C:14][C:15]2[CH:16]=[C:17]3[C:22](=[C:23]([OH:25])[CH:24]=2)[O:21][C:20]([CH3:27])([CH3:26])[CH2:19][C:18]3([CH3:29])[CH3:28])=[CH:9][CH:8]=1)([CH3:6])[CH3:5].[OH-].[K+]. Product: [OH:25][C:23]1[CH:24]=[C:15]([C:14]#[C:13][C:10]2[CH:11]=[CH:12][C:7]([C:4]([CH3:6])([CH3:5])[C:3]([OH:30])=[O:2])=[CH:8][CH:9]=2)[CH:16]=[C:17]2[C:22]=1[O:21][C:20]([CH3:27])([CH3:26])[CH2:19][C:18]2([CH3:29])[CH3:28]. The catalyst class is: 111.